From a dataset of Experimentally validated miRNA-target interactions with 360,000+ pairs, plus equal number of negative samples. Binary Classification. Given a miRNA mature sequence and a target amino acid sequence, predict their likelihood of interaction. The miRNA is hsa-miR-3613-3p with sequence ACAAAAAAAAAAGCCCAACCCUUC. The protein sequence of the target gene is MQRANHSTVTQFILVGFSVFPHLQLMLFLLFLLMYLFTLLGNLLIMATVWSERSLHTPMYLFLCALSVSEILYTVAIIPRMLADLLSTQRSIAFLACASQMFFSFSFGFTHSFLLTVMGYDRYVAICHPLRYNVLMSPRGCACLVGCSWAGGLVMGMVVTSAIFHLAFCGHKEIHHFACHVPPLLKLACGDDVLVVAKGVGLVCITALLGCFLLILLSYAFIVAAILKIPSAEGRNKAFSTCASHLTVVVVHYGFASVIYLKPKSPQSLEGDTLMGITYTVLTPFLSPIIFSLRNKELKV.... Result: 0 (no interaction).